Dataset: Forward reaction prediction with 1.9M reactions from USPTO patents (1976-2016). Task: Predict the product of the given reaction. (1) Given the reactants [CH2:1]([O:3][C:4](=[O:21])[CH2:5][C:6]1[CH:7]=[N:8][N:9]([CH2:12][C:13]2[CH:18]=[C:17]([Br:19])[CH:16]=[CH:15][C:14]=2[OH:20])[C:10]=1[CH3:11])[CH3:2].C1(P(C2C=CC=CC=2)C2C=CC=CC=2)C=CC=CC=1.CC(OC(/N=N/C(OC(C)(C)C)=O)=O)(C)C.[CH2:57]([CH:59]([CH2:62][CH3:63])[CH2:60]O)[CH3:58], predict the reaction product. The product is: [CH2:1]([O:3][C:4](=[O:21])[CH2:5][C:6]1[CH:7]=[N:8][N:9]([CH2:12][C:13]2[CH:18]=[C:17]([Br:19])[CH:16]=[CH:15][C:14]=2[O:20][CH2:60][CH:59]([CH2:62][CH3:63])[CH2:57][CH3:58])[C:10]=1[CH3:11])[CH3:2]. (2) Given the reactants C(#N)C.C(N(CC)CC)C.[CH3:11][N:12]([CH3:17])[C:13](=[O:16])[CH:14]=[CH2:15].Br[C:19]1[CH:28]=[CH:27][C:26]2[N:25]=[CH:24][C:23]3[N:29]=[C:30]([CH2:41][CH2:42][O:43][CH3:44])[N:31]([CH2:32][CH2:33][CH2:34][N:35]4[CH2:39][CH2:38][CH2:37][C:36]4=[O:40])[C:22]=3[C:21]=2[CH:20]=1, predict the reaction product. The product is: [CH3:44][O:43][CH2:42][CH2:41][C:30]1[N:31]([CH2:32][CH2:33][CH2:34][N:35]2[CH2:39][CH2:38][CH2:37][C:36]2=[O:40])[C:22]2[C:21]3[CH:20]=[C:19]([CH:15]=[CH:14][C:13]([N:12]([CH3:17])[CH3:11])=[O:16])[CH:28]=[CH:27][C:26]=3[N:25]=[CH:24][C:23]=2[N:29]=1. (3) Given the reactants [Mg].[Mg].C1COCC1.[Br:8][C:9]1[CH:14]=[CH:13][C:12]([C:15]2[CH:20]=[CH:19][CH:18]=[CH:17][CH:16]=2)=[CH:11][CH:10]=1.[CH2:21]([C@H:23]1[O:25][CH2:24]1)[Cl:22].Cl, predict the reaction product. The product is: [Br:8][C:9]1[CH:10]=[CH:11][C:12]([C:15]2[CH:20]=[CH:19][CH:18]=[CH:17][CH:16]=2)=[CH:13][CH:14]=1.[C:12]1([C:15]2[CH:20]=[CH:19][CH:18]=[CH:17][CH:16]=2)[CH:13]=[CH:14][C:9]([CH2:24][C@H:23]([OH:25])[CH2:21][Cl:22])=[CH:10][CH:11]=1. (4) The product is: [ClH:13].[Cl:13][C:14]1[C:19]([Cl:20])=[CH:18][CH:17]=[CH:16][C:15]=1[O:10][CH:9]1[CH2:8][N:7]([CH3:11])[CH2:6][C:5]2[O:12][C:2]([CH3:1])=[CH:3][C:4]1=2. Given the reactants [CH3:1][C:2]1[O:12][C:5]2[CH2:6][N:7]([CH3:11])[CH2:8][CH:9]([OH:10])[C:4]=2[CH:3]=1.[Cl:13][C:14]1[C:19]([Cl:20])=[CH:18][CH:17]=[CH:16][C:15]=1F, predict the reaction product. (5) Given the reactants NCC[NH:4][C:5](=[O:14])[O:6]CC1C=CC=CC=1.C(#N)C=C.[C:19]([O:23][C:24](=[O:42])[N:25]([CH2:39][CH2:40][NH2:41])[CH2:26][CH2:27][NH:28][C:29]([O:31][CH2:32][C:33]1[CH:38]=[CH:37][CH:36]=[CH:35][CH:34]=1)=[O:30])([CH3:22])([CH3:21])[CH3:20].CN1CCOCC1.ClC(O[C:54]1[CH:59]=[CH:58][C:57]([N+:60]([O-:62])=[O:61])=[CH:56][CH:55]=1)=O, predict the reaction product. The product is: [C:19]([O:23][C:24](=[O:42])[N:25]([CH2:39][CH2:40][NH2:41])[CH2:26][CH2:27][NH:28][C:29]([O:31][CH2:32][C:33]1[CH:34]=[CH:35][CH:36]=[CH:37][CH:38]=1)=[O:30])([CH3:20])([CH3:22])[CH3:21].[C:5](=[O:6])([O:14][C:56]1[CH:55]=[CH:54][CH:59]=[CH:58][C:57]=1[N+:60]([O-:62])=[O:61])[NH2:4]. (6) Given the reactants Cl[C:2]1[C:3]2[CH:18]=[C:17]([Cl:19])[CH:16]=[CH:15][C:4]=2[C:5]2[C:9]([CH3:10])=[N:8][O:7][C:6]=2[C:11]2([N:14]=1)[CH2:13][CH2:12]2.[F:20][C:21]1[CH:26]=[CH:25][C:24](B(O)O)=[CH:23][CH:22]=1.C([O-])([O-])=O.[Na+].[Na+], predict the reaction product. The product is: [Cl:19][C:17]1[CH:16]=[CH:15][C:4]2[C:5]3[C:9]([CH3:10])=[N:8][O:7][C:6]=3[C:11]3([CH2:13][CH2:12]3)[N:14]=[C:2]([C:24]3[CH:25]=[CH:26][C:21]([F:20])=[CH:22][CH:23]=3)[C:3]=2[CH:18]=1. (7) Given the reactants [CH3:1][O:2][CH2:3][CH2:4][N:5]1[C:14]2[C:9](=[CH:10][CH:11]=[C:12]([CH2:15][N:16]3[CH:20]=[C:19]([C:21]([O:23]CC)=[O:22])[CH:18]=[N:17]3)[CH:13]=2)[CH2:8][CH2:7][CH2:6]1, predict the reaction product. The product is: [CH3:1][O:2][CH2:3][CH2:4][N:5]1[C:14]2[C:9](=[CH:10][CH:11]=[C:12]([CH2:15][N:16]3[CH:20]=[C:19]([C:21]([OH:23])=[O:22])[CH:18]=[N:17]3)[CH:13]=2)[CH2:8][CH2:7][CH2:6]1.